This data is from Catalyst prediction with 721,799 reactions and 888 catalyst types from USPTO. The task is: Predict which catalyst facilitates the given reaction. (1) Reactant: [CH2:1]([O:3][C:4]([CH:6]1[CH2:11][CH2:10][N:9]([C:12]([O:14][C:15]([CH3:18])([CH3:17])[CH3:16])=[O:13])[CH2:8][CH2:7]1)=[O:5])[CH3:2].C([N-]C(C)C)(C)C.[Li+].O1CCCC1.[CH2:32]([O:39][C:40]([N:42]1[CH2:51][CH2:50][C:49]2[C:44](=[CH:45][C:46]([O:52][CH2:53]Cl)=[CH:47][CH:48]=2)[CH2:43]1)=[O:41])[C:33]1[CH:38]=[CH:37][CH:36]=[CH:35][CH:34]=1.[Cl-].[NH4+]. Product: [CH2:32]([O:39][C:40]([N:42]1[CH2:51][CH2:50][C:49]2[C:44](=[CH:45][C:46]([O:52][CH2:53][C:6]3([C:4]([O:3][CH2:1][CH3:2])=[O:5])[CH2:11][CH2:10][N:9]([C:12]([O:14][C:15]([CH3:17])([CH3:16])[CH3:18])=[O:13])[CH2:8][CH2:7]3)=[CH:47][CH:48]=2)[CH2:43]1)=[O:41])[C:33]1[CH:38]=[CH:37][CH:36]=[CH:35][CH:34]=1. The catalyst class is: 30. (2) Reactant: IC.[Cl:3][C:4]1[CH:13]=[CH:12][C:7]2[NH:8][C:9](=S)[O:10][C:6]=2[CH:5]=1.[C:14]([O-])([O-])=O.[K+].[K+].ClC1C=CC=C(C(OO)=O)C=1.[S:31]([O-:35])([O-])(=O)=S.[Na+].[Na+]. Product: [Cl:3][C:4]1[CH:13]=[CH:12][C:7]2[N:8]=[C:9]([S:31]([CH3:14])=[O:35])[O:10][C:6]=2[CH:5]=1. The catalyst class is: 1. (3) Reactant: C([Li])CCC.C(NC(C)C)(C)C.[CH2:13]([N:20]1[CH:24]([CH3:25])[CH2:23][CH2:22][C:21]1=[O:26])[C:14]1[CH:19]=[CH:18][CH:17]=[CH:16][CH:15]=1.[C:27](=O)([O:30]C)[O:28][CH3:29]. Product: [CH2:13]([N:20]1[CH:24]([CH3:25])[CH2:23][CH:22]([C:27]([O:28][CH3:29])=[O:30])[C:21]1=[O:26])[C:14]1[CH:19]=[CH:18][CH:17]=[CH:16][CH:15]=1. The catalyst class is: 7. (4) Reactant: S(Cl)([Cl:3])=O.[NH2:5][C:6]1[C:15]2[N:16]=[C:17]([CH2:23]O)[N:18]([CH2:19][CH:20]([CH3:22])[CH3:21])[C:14]=2[C:13]2[CH2:12][CH2:11][CH2:10][CH2:9][C:8]=2[N:7]=1. Product: [ClH:3].[Cl:3][CH2:23][C:17]1[N:18]([CH2:19][CH:20]([CH3:22])[CH3:21])[C:14]2[C:13]3[CH2:12][CH2:11][CH2:10][CH2:9][C:8]=3[N:7]=[C:6]([NH2:5])[C:15]=2[N:16]=1. The catalyst class is: 26. (5) Reactant: [CH3:1][O:2][C:3]1[CH:4]=[C:5]2[C:10](=[CH:11][C:12]=1[O:13][CH3:14])[N:9]=[CH:8][N:7]=[C:6]2[CH:15]1[CH2:20][CH2:19][N:18]([C:21](Cl)=[O:22])[CH2:17][CH2:16]1.[N:24]1([C:31]2[CH:36]=[CH:35][C:34]([NH2:37])=[CH:33][CH:32]=2)[CH2:30][CH2:29][CH2:28][CH2:27][CH2:26][CH2:25]1.CCN(C(C)C)C(C)C. Product: [N:24]1([C:31]2[CH:32]=[CH:33][C:34]([NH:37][C:21]([N:18]3[CH2:19][CH2:20][CH:15]([C:6]4[C:5]5[C:10](=[CH:11][C:12]([O:13][CH3:14])=[C:3]([O:2][CH3:1])[CH:4]=5)[N:9]=[CH:8][N:7]=4)[CH2:16][CH2:17]3)=[O:22])=[CH:35][CH:36]=2)[CH2:30][CH2:29][CH2:28][CH2:27][CH2:26][CH2:25]1. The catalyst class is: 12. (6) Reactant: [CH3:1][C@H:2]1[CH2:7][NH:6][CH2:5][CH2:4][NH:3]1.Cl[C:9]([O:11][CH2:12][CH3:13])=[O:10]. Product: [CH2:12]([O:11][C:9]([N:6]1[CH2:5][CH2:4][NH:3][C@@H:2]([CH3:1])[CH2:7]1)=[O:10])[CH3:13]. The catalyst class is: 4.